Dataset: Catalyst prediction with 721,799 reactions and 888 catalyst types from USPTO. Task: Predict which catalyst facilitates the given reaction. Reactant: C([O:8][C:9]1[CH:10]=[C:11]([CH:17]([C:23]2[CH:28]=[CH:27][C:26]([O:29][CH3:30])=[C:25]([O:31]CC3C=CC=CC=3)[CH:24]=2)[N:18]2[CH:22]=[N:21][CH:20]=[N:19]2)[CH:12]=[CH:13][C:14]=1[O:15][CH3:16])C1C=CC=CC=1. Product: [OH:8][C:9]1[CH:10]=[C:11]([CH:17]([C:23]2[CH:28]=[CH:27][C:26]([O:29][CH3:30])=[C:25]([OH:31])[CH:24]=2)[N:18]2[CH:22]=[N:21][CH:20]=[N:19]2)[CH:12]=[CH:13][C:14]=1[O:15][CH3:16]. The catalyst class is: 358.